This data is from Catalyst prediction with 721,799 reactions and 888 catalyst types from USPTO. The task is: Predict which catalyst facilitates the given reaction. (1) Reactant: [N+:1]([C:4]1[CH:5]=[C:6]([CH:20]=[CH:21][CH:22]=1)[O:7][CH:8]1[CH2:12][CH2:11][N:10]([C:13]([O:15][C:16]([CH3:19])([CH3:18])[CH3:17])=[O:14])[CH2:9]1)([O-])=O. Product: [NH2:1][C:4]1[CH:5]=[C:6]([CH:20]=[CH:21][CH:22]=1)[O:7][CH:8]1[CH2:12][CH2:11][N:10]([C:13]([O:15][C:16]([CH3:17])([CH3:18])[CH3:19])=[O:14])[CH2:9]1. The catalyst class is: 94. (2) Reactant: [Br:1][C:2]1[C:10]2[C:5](=[CH:6][C:7]([C:11]([OH:13])=O)=[CH:8][CH:9]=2)[N:4]([C:14]2[CH:19]=[CH:18][C:17]([CH3:20])=[CH:16][CH:15]=2)[N:3]=1.Cl.Cl.[CH3:23][C:24]1[N:28]=[C:27]([C@H:29]([NH2:31])[CH3:30])[O:26][N:25]=1.Cl.CN(C)CCCN=C=NCC.ON1C2N=CC=CC=2N=N1.CN1CCOCC1. Product: [Br:1][C:2]1[C:10]2[C:5](=[CH:6][C:7]([C:11]([NH:31][C@@H:29]([C:27]3[O:26][N:25]=[C:24]([CH3:23])[N:28]=3)[CH3:30])=[O:13])=[CH:8][CH:9]=2)[N:4]([C:14]2[CH:15]=[CH:16][C:17]([CH3:20])=[CH:18][CH:19]=2)[N:3]=1. The catalyst class is: 9. (3) Reactant: [OH:1][C:2]1[CH:3]=[C:4]([CH:9]=[CH:10][C:11]=1[OH:12])[C:5]([O:7][CH3:8])=[O:6].[C:13](=[O:16])([O-])[O-].[K+].[K+].[C:19](#N)[CH3:20].Br[CH2:23][CH2:24][O:25][CH3:26]. Product: [CH3:26][O:25][CH2:24][CH2:23][O:1][C:2]1[CH:3]=[C:4]([CH:9]=[CH:10][C:11]=1[O:12][CH2:19][CH2:20][O:16][CH3:13])[C:5]([O:7][CH3:8])=[O:6]. The catalyst class is: 13. (4) Reactant: [CH3:1][O:2][C:3]1[CH:4]=[C:5]([OH:26])[CH:6]=[CH:7][C:8]=1[C:9]1[S:10][C:11]([N:14]([CH3:25])[CH:15]2[CH2:20][C:19]([CH3:22])([CH3:21])[NH:18][C:17]([CH3:24])([CH3:23])[CH2:16]2)=[N:12][N:13]=1.[F:27][C:28]([F:47])([F:46])[S:29](N(C1C=CC=CC=1)[S:29]([C:28]([F:47])([F:46])[F:27])(=[O:31])=[O:30])(=[O:31])=[O:30]. Product: [F:27][C:28]([F:47])([F:46])[S:29]([O:26][C:5]1[CH:6]=[CH:7][C:8]([C:9]2[S:10][C:11]([N:14]([CH3:25])[CH:15]3[CH2:20][C:19]([CH3:22])([CH3:21])[NH:18][C:17]([CH3:24])([CH3:23])[CH2:16]3)=[N:12][N:13]=2)=[C:3]([O:2][CH3:1])[CH:4]=1)(=[O:31])=[O:30]. The catalyst class is: 2. (5) Reactant: [CH3:1][C:2]([NH:5][C:6]([C:8]1[C:13]([CH3:14])=[CH:12][CH:11]=[CH:10][N:9]=1)=[O:7])([CH3:4])[CH3:3].C([Li])CCC.[Br-].[Na+].[F:22][C:23]1[CH:30]=[CH:29][C:26]([CH2:27]Cl)=[CH:25][CH:24]=1. Product: [CH3:4][C:2]([NH:5][C:6]([C:8]1[C:13]([CH2:14][CH2:27][C:26]2[CH:29]=[CH:30][C:23]([F:22])=[CH:24][CH:25]=2)=[CH:12][CH:11]=[CH:10][N:9]=1)=[O:7])([CH3:1])[CH3:3]. The catalyst class is: 1. (6) Reactant: [CH2:1](Br)[CH:2]([CH3:4])[CH3:3].[OH:6][C:7]1[CH:16]=[CH:15][C:10]([C:11]([O:13][CH3:14])=[O:12])=[CH:9][C:8]=1[N+:17]([O-:19])=[O:18].C(=O)([O-])[O-].[K+].[K+]. Product: [CH2:1]([O:6][C:7]1[CH:16]=[CH:15][C:10]([C:11]([O:13][CH3:14])=[O:12])=[CH:9][C:8]=1[N+:17]([O-:19])=[O:18])[CH:2]([CH3:4])[CH3:3]. The catalyst class is: 3.